This data is from Forward reaction prediction with 1.9M reactions from USPTO patents (1976-2016). The task is: Predict the product of the given reaction. Given the reactants Cl[CH2:2][CH2:3][N:4]([CH3:6])[CH3:5].[CH2:7]([O:14][C:15]1[CH:20]=[CH:19][C:18]([OH:21])=[CH:17][CH:16]=1)[C:8]1[CH:13]=[CH:12][CH:11]=[CH:10][CH:9]=1.C([O:29]C1C=C(O)C=CC=1)C1C=CC=CC=1, predict the reaction product. The product is: [CH2:7]([O:14][C:15]1[CH:16]=[CH:17][C:18]([O:21][CH2:2][C:3]([N:4]([CH3:6])[CH3:5])=[O:29])=[CH:19][CH:20]=1)[C:8]1[CH:9]=[CH:10][CH:11]=[CH:12][CH:13]=1.